Dataset: Full USPTO retrosynthesis dataset with 1.9M reactions from patents (1976-2016). Task: Predict the reactants needed to synthesize the given product. (1) Given the product [C:5]([O:4][C:3](=[O:9])[N:2]([C:59]1[N:64]=[C:63]([N:65]2[CH2:70][CH2:69][CH:68]([N:71]3[C:79]4[C:74](=[N:75][CH:76]=[CH:77][CH:78]=4)[NH:73][C:72]3=[O:80])[CH2:67][CH2:66]2)[CH:62]=[C:61]([C:81]([C:83]2[CH:93]=[C:92]([CH3:94])[C:86]3[N:87]([CH3:91])[C:88](=[O:90])[O:89][C:85]=3[CH:84]=2)=[O:82])[CH:60]=1)[CH3:1])([CH3:8])([CH3:7])[CH3:6], predict the reactants needed to synthesize it. The reactants are: [CH3:1][NH:2][C:3](=[O:9])[O:4][C:5]([CH3:8])([CH3:7])[CH3:6].CC1(C)C2C(=C(P(C3C=CC=CC=3)C3C=CC=CC=3)C=CC=2)OC2C(P(C3C=CC=CC=3)C3C=CC=CC=3)=CC=CC1=2.C(=O)([O-])[O-].[Cs+].[Cs+].Cl[C:59]1[N:64]=[C:63]([N:65]2[CH2:70][CH2:69][CH:68]([N:71]3[C:79]4[C:74](=[N:75][CH:76]=[CH:77][CH:78]=4)[NH:73][C:72]3=[O:80])[CH2:67][CH2:66]2)[CH:62]=[C:61]([C:81]([C:83]2[CH:93]=[C:92]([CH3:94])[C:86]3[N:87]([CH3:91])[C:88](=[O:90])[O:89][C:85]=3[CH:84]=2)=[O:82])[CH:60]=1. (2) Given the product [Cl:1][C:2]1[CH:10]=[C:9]([C:11]#[C:12][C:37]2[N:41]([S:42]([C:45]3[CH:50]=[CH:49][C:48]([CH3:51])=[CH:47][CH:46]=3)(=[O:43])=[O:44])[N:40]=[CH:39][CH:38]=2)[C:5]2[O:6][CH2:7][O:8][C:4]=2[C:3]=1[NH:13][C:14]1[C:23]2[C:18](=[CH:19][C:20]([O:26][CH2:27][CH2:28][CH2:29][N:30]3[CH2:31][CH2:32][O:33][CH2:34][CH2:35]3)=[C:21]([O:24][CH3:25])[CH:22]=2)[N:17]=[CH:16][N:15]=1, predict the reactants needed to synthesize it. The reactants are: [Cl:1][C:2]1[CH:10]=[C:9]([C:11]#[CH:12])[C:5]2[O:6][CH2:7][O:8][C:4]=2[C:3]=1[NH:13][C:14]1[C:23]2[C:18](=[CH:19][C:20]([O:26][CH2:27][CH2:28][CH2:29][N:30]3[CH2:35][CH2:34][O:33][CH2:32][CH2:31]3)=[C:21]([O:24][CH3:25])[CH:22]=2)[N:17]=[CH:16][N:15]=1.I[C:37]1[N:41]([S:42]([C:45]2[CH:50]=[CH:49][C:48]([CH3:51])=[CH:47][CH:46]=2)(=[O:44])=[O:43])[N:40]=[CH:39][CH:38]=1.C(NC(C)C)(C)C.